Dataset: Catalyst prediction with 721,799 reactions and 888 catalyst types from USPTO. Task: Predict which catalyst facilitates the given reaction. (1) Reactant: [F:1][C:2]([F:22])([F:21])[C:3]1[N:11]2[C:6]([C:7]3([CH2:20][CH2:19][NH:18][CH2:17][CH2:16]3)[O:8][C:9]3[CH:15]=[CH:14][CH:13]=[CH:12][C:10]=32)=[CH:5][CH:4]=1.[C:23]([S:27]([C:30]1[CH:38]=[CH:37][C:33]([C:34](O)=[O:35])=[CH:32][CH:31]=1)(=[O:29])=[O:28])([CH3:26])([CH3:25])[CH3:24].Cl.C(N=C=NCCCN(C)C)C.C(N(CC)CC)C. Product: [C:23]([S:27]([C:30]1[CH:31]=[CH:32][C:33]([C:34]([N:18]2[CH2:17][CH2:16][C:7]3([C:6]4=[CH:5][CH:4]=[C:3]([C:2]([F:1])([F:21])[F:22])[N:11]4[C:10]4[CH:12]=[CH:13][CH:14]=[CH:15][C:9]=4[O:8]3)[CH2:20][CH2:19]2)=[O:35])=[CH:37][CH:38]=1)(=[O:29])=[O:28])([CH3:26])([CH3:25])[CH3:24]. The catalyst class is: 4. (2) Reactant: [CH3:1][C:2]1[CH:3]=[CH:4][C:5]2[O:9][CH:8]=[N:7][C:6]=2[CH:10]=1.C1C(=O)N([Br:18])C(=O)C1.CC(N=NC(C#N)(C)C)(C#N)C. Product: [Br:18][CH2:1][C:2]1[CH:3]=[CH:4][C:5]2[O:9][CH:8]=[N:7][C:6]=2[CH:10]=1. The catalyst class is: 22. (3) Reactant: [CH2:1]([O:3][C:4](=[O:13])[C:5]([C:11]#[N:12])=[C:6](SC)[S:7][CH3:8])[CH3:2].[C:14]1([NH:20][NH2:21])[CH:19]=[CH:18][CH:17]=[CH:16][CH:15]=1. Product: [CH2:1]([O:3][C:4]([C:5]1[C:6]([S:7][CH3:8])=[N:21][N:20]([C:14]2[CH:19]=[CH:18][CH:17]=[CH:16][CH:15]=2)[C:11]=1[NH2:12])=[O:13])[CH3:2]. The catalyst class is: 8. (4) Reactant: Cl.[CH3:2][O:3][C:4](=[O:9])[C@H:5]([CH2:7][OH:8])[NH2:6].Cl[C:11]([O:13][CH2:14][C:15]1[CH:20]=[CH:19][CH:18]=[CH:17][CH:16]=1)=[O:12].[OH-].[Na+]. Product: [OH:8][CH2:7][C@H:5]([NH:6][C:11]([O:13][CH2:14][C:15]1[CH:20]=[CH:19][CH:18]=[CH:17][CH:16]=1)=[O:12])[C:4]([O:3][CH3:2])=[O:9]. The catalyst class is: 6.